This data is from NCI-60 drug combinations with 297,098 pairs across 59 cell lines. The task is: Regression. Given two drug SMILES strings and cell line genomic features, predict the synergy score measuring deviation from expected non-interaction effect. (1) Drug 1: C1CCC(C1)C(CC#N)N2C=C(C=N2)C3=C4C=CNC4=NC=N3. Drug 2: CC(C)NC(=O)C1=CC=C(C=C1)CNNC.Cl. Cell line: CCRF-CEM. Synergy scores: CSS=32.6, Synergy_ZIP=14.3, Synergy_Bliss=17.2, Synergy_Loewe=8.63, Synergy_HSA=9.08. (2) Synergy scores: CSS=33.5, Synergy_ZIP=-0.412, Synergy_Bliss=-0.0579, Synergy_Loewe=-63.4, Synergy_HSA=-0.894. Cell line: KM12. Drug 2: C1C(C(OC1N2C=NC3=C2NC=NCC3O)CO)O. Drug 1: CCC1=C2CN3C(=CC4=C(C3=O)COC(=O)C4(CC)O)C2=NC5=C1C=C(C=C5)O. (3) Drug 1: C1CCC(CC1)NC(=O)N(CCCl)N=O. Drug 2: C1=CC(=CC=C1C#N)C(C2=CC=C(C=C2)C#N)N3C=NC=N3. Cell line: UACC-257. Synergy scores: CSS=-1.78, Synergy_ZIP=-0.730, Synergy_Bliss=-2.80, Synergy_Loewe=-5.17, Synergy_HSA=-5.71. (4) Drug 1: CC12CCC3C(C1CCC2=O)CC(=C)C4=CC(=O)C=CC34C. Drug 2: CC1C(C(CC(O1)OC2CC(CC3=C2C(=C4C(=C3O)C(=O)C5=C(C4=O)C(=CC=C5)OC)O)(C(=O)C)O)N)O.Cl. Cell line: NCIH23. Synergy scores: CSS=32.5, Synergy_ZIP=3.87, Synergy_Bliss=3.52, Synergy_Loewe=-0.205, Synergy_HSA=5.68. (5) Synergy scores: CSS=7.18, Synergy_ZIP=-0.882, Synergy_Bliss=-0.660, Synergy_Loewe=2.23, Synergy_HSA=0.272. Cell line: T-47D. Drug 1: CN(CC1=CN=C2C(=N1)C(=NC(=N2)N)N)C3=CC=C(C=C3)C(=O)NC(CCC(=O)O)C(=O)O. Drug 2: C(CCl)NC(=O)N(CCCl)N=O.